This data is from Retrosynthesis with 50K atom-mapped reactions and 10 reaction types from USPTO. The task is: Predict the reactants needed to synthesize the given product. (1) Given the product COc1ccnc(-c2cc(C3(c4ccc(OS(C)(=O)=O)cc4)N=C(N)N(C)C3=O)ccc2F)n1, predict the reactants needed to synthesize it. The reactants are: CCCC[Sn](CCCC)(CCCC)c1nccc(OC)n1.CN1C(=O)C(c2ccc(OS(C)(=O)=O)cc2)(c2ccc(F)c(Br)c2)N=C1N. (2) Given the product CC(C)(C)Cc1cscn1, predict the reactants needed to synthesize it. The reactants are: Brc1cscn1.CC(C)(C)C[Zn+]. (3) Given the product CCOP(=O)(Cc1ccc(OC)cc1[N+](=O)[O-])OCC, predict the reactants needed to synthesize it. The reactants are: CCOP(OCC)OCC.COc1ccc(CBr)c([N+](=O)[O-])c1. (4) Given the product CC1=C(/C=C/C(C)=C/C=C/C(C)=C/CO)C(C)(C)CCC1, predict the reactants needed to synthesize it. The reactants are: CCCCCCCCCCCCCCCC(=O)OC/C=C(C)/C=C/C=C(C)/C=C/C1=C(C)CCCC1(C)C. (5) Given the product C#CCN(C(=O)C(C)S(C)=O)c1cn(-c2cccnc2)nc1Cl, predict the reactants needed to synthesize it. The reactants are: C#CCN(C(=O)C(C)SC)c1cn(-c2cccnc2)nc1Cl.OO. (6) Given the product CNC(=O)c1cc(N)nc(N)c1, predict the reactants needed to synthesize it. The reactants are: CCOC(=O)c1cc(N)nc(N)c1.CN. (7) The reactants are: CC(C)(C)OC(=O)N1CC(Oc2nc(Br)cnc2N)C1. Given the product Nc1ncc(Br)nc1OC1CNC1, predict the reactants needed to synthesize it. (8) Given the product COc1ccccc1CNCc1ccc([N+](=O)[O-])cc1N, predict the reactants needed to synthesize it. The reactants are: COc1ccccc1CNC(=O)c1ccc([N+](=O)[O-])cc1N. (9) Given the product NC(=O)C(Cc1ccc(OC(F)(F)F)cc1)NC(=O)c1ccc(OCCCC(F)(F)F)cc1, predict the reactants needed to synthesize it. The reactants are: N.O=C(NC(Cc1ccc(OC(F)(F)F)cc1)C(=O)O)c1ccc(OCCCC(F)(F)F)cc1. (10) Given the product CC(C)(C)C(=O)OC[C@H]1O[C@@H](S(=O)c2ccccc2)[C@H](OC(=O)C(C)(C)C)[C@@H](OC(=O)C(C)(C)C)[C@@H]1OC(=O)C(C)(C)C, predict the reactants needed to synthesize it. The reactants are: CC(C)(C)C(=O)OC[C@H]1O[C@@H](Sc2ccccc2)[C@H](OC(=O)C(C)(C)C)[C@@H](OC(=O)C(C)(C)C)[C@@H]1OC(=O)C(C)(C)C.O=C(OO)c1cccc(Cl)c1.